This data is from Forward reaction prediction with 1.9M reactions from USPTO patents (1976-2016). The task is: Predict the product of the given reaction. (1) Given the reactants [I:1][C:2]1[S:3][C:4](I)=[CH:5][CH:6]=1.[CH3:8][C@H:9]1[CH2:14][CH2:13][C@H:12]([C:15]([N:17]([CH:30]([CH3:32])[CH3:31])[C:18]2[CH:19]=[C:20](B(O)O)[S:21][C:22]=2[C:23]([O:25][CH3:26])=[O:24])=[O:16])[CH2:11][CH2:10]1.[F-].[Cs+], predict the reaction product. The product is: [I:1][C:2]1[S:3][C:4]([C:20]2[S:21][C:22]([C:23]([O:25][CH3:26])=[O:24])=[C:18]([N:17]([C:15]([C@H:12]3[CH2:13][CH2:14][C@H:9]([CH3:8])[CH2:10][CH2:11]3)=[O:16])[CH:30]([CH3:31])[CH3:32])[CH:19]=2)=[CH:5][CH:6]=1. (2) Given the reactants [NH2:1][C:2]1[CH:11]=[CH:10][C:5]2[NH:6][C:7](=[O:9])[NH:8][C:4]=2[CH:3]=1.[C:12]([C:16]1[CH:24]=[CH:23][C:19]([C:20](Cl)=[O:21])=[CH:18][CH:17]=1)([CH3:15])([CH3:14])[CH3:13], predict the reaction product. The product is: [C:12]([C:16]1[CH:17]=[CH:18][C:19]([C:20]([NH:1][C:2]2[CH:11]=[CH:10][C:5]3[NH:6][C:7](=[O:9])[NH:8][C:4]=3[CH:3]=2)=[O:21])=[CH:23][CH:24]=1)([CH3:15])([CH3:13])[CH3:14].